This data is from Reaction yield outcomes from USPTO patents with 853,638 reactions. The task is: Predict the reaction yield, written as a fraction of the theoretical maximum amount of product (1.0 means a 100% yield; for example, 0.34 means a 34% yield). (1) The reactants are [O:1]1[CH2:3][CH:2]1[CH2:4][O:5][C:6]1[CH:11]=[CH:10][C:9]([CH2:12][OH:13])=[CH:8][CH:7]=1.[C:14]1([C:20]2[C:28]3[C:27]([N:29]4[CH2:34][CH2:33][CH:32]([NH2:35])[CH2:31][CH2:30]4)=[N:26][CH:25]=[N:24][C:23]=3[S:22][CH:21]=2)[CH:19]=[CH:18][CH:17]=[CH:16][CH:15]=1. No catalyst specified. The product is [OH:13][CH2:12][C:9]1[CH:10]=[CH:11][C:6]([O:5][CH2:4][CH:2]([OH:1])[CH2:3][NH:35][CH:32]2[CH2:33][CH2:34][N:29]([C:27]3[C:28]4[C:20]([C:14]5[CH:19]=[CH:18][CH:17]=[CH:16][CH:15]=5)=[CH:21][S:22][C:23]=4[N:24]=[CH:25][N:26]=3)[CH2:30][CH2:31]2)=[CH:7][CH:8]=1. The yield is 0.190. (2) The reactants are [CH3:1][C:2]1[C:6]([CH2:7][N:8]2[CH:12]=[C:11]([N:13]3[C:17](=[O:18])[CH2:16][NH:15][C:14]3=[O:19])[CH:10]=[N:9]2)=[C:5]([CH3:20])[O:4][N:3]=1.Br[CH2:22][C:23]1[CH:30]=[CH:29][CH:28]=[CH:27][C:24]=1[C:25]#[N:26]. No catalyst specified. The product is [CH3:1][C:2]1[C:6]([CH2:7][N:8]2[CH:12]=[C:11]([N:13]3[C:17](=[O:18])[CH2:16][N:15]([CH2:22][C:23]4[CH:30]=[CH:29][CH:28]=[CH:27][C:24]=4[C:25]#[N:26])[C:14]3=[O:19])[CH:10]=[N:9]2)=[C:5]([CH3:20])[O:4][N:3]=1. The yield is 0.270. (3) The reactants are [CH2:1]([O:3][C:4]1[CH:9]=[C:8](Br)[CH:7]=[CH:6][C:5]=1[N+:11]([O-:13])=[O:12])[CH3:2].[CH2:14](O)[CH2:15]C. The catalyst is C(Cl)Cl.C1C=CC(P(C2C=CC=CC=2)[C-]2C=CC=C2)=CC=1.C1C=CC(P(C2C=CC=CC=2)[C-]2C=CC=C2)=CC=1.Cl[Pd]Cl.[Fe+2]. The product is [CH2:1]([O:3][C:4]1[CH:9]=[C:8]([CH:14]=[CH2:15])[CH:7]=[CH:6][C:5]=1[N+:11]([O-:13])=[O:12])[CH3:2]. The yield is 0.810. (4) The reactants are [NH2:1][C:2]1[CH:3]=[C:4]([C:11]([F:14])([F:13])[F:12])[C:5]([CH2:8][C:9]#[N:10])=[N:6][CH:7]=1.[CH2:15]([O:17][C:18]1[C:23](=[O:24])[NH:22][CH:21]=[C:20]([C:25]2[CH:30]=[CH:29][C:28]([CH2:31][C:32](O)=[O:33])=[C:27]([F:35])[CH:26]=2)[CH:19]=1)[CH3:16].C1C=CC2N(O)N=NC=2C=1.C(Cl)C[Cl:48].CCN(CC)CC. The catalyst is CN(C=O)C. The product is [ClH:48].[C:9]([CH2:8][C:5]1[N:6]=[CH:7][C:2]([NH:1][C:32](=[O:33])[CH2:31][C:28]2[CH:29]=[CH:30][C:25]([C:20]3[CH:19]=[C:18]([O:17][CH2:15][CH3:16])[C:23](=[O:24])[NH:22][CH:21]=3)=[CH:26][C:27]=2[F:35])=[CH:3][C:4]=1[C:11]([F:14])([F:12])[F:13])#[N:10]. The yield is 0.0240.